From a dataset of Catalyst prediction with 721,799 reactions and 888 catalyst types from USPTO. Predict which catalyst facilitates the given reaction. Reactant: C(OC([NH:11][CH:12]([CH3:23])[C:13](=[O:22])[C:14]([CH3:21])([CH3:20])[C:15](OCC)=[O:16])=O)C1C=CC=CC=1. Product: [CH3:20][C:14]1([CH3:21])[C:13](=[O:22])[CH:12]([CH3:23])[NH:11][C:15]1=[O:16]. The catalyst class is: 129.